Dataset: Catalyst prediction with 721,799 reactions and 888 catalyst types from USPTO. Task: Predict which catalyst facilitates the given reaction. (1) Reactant: [NH2:1][S:2]([C:5]1[CH:10]=[CH:9][CH:8]=[CH:7][C:6]=1[C:11]1[CH:16]=[CH:15][C:14]([NH:17][C:18](=[O:40])[CH:19]([C:34]2[CH:39]=[CH:38][CH:37]=[CH:36][CH:35]=2)[NH:20][C:21]([NH:23][C:24]2[CH:33]=[CH:32][C:27]3OC(C)=C[C:26]=3[CH:25]=2)=[S:22])=[CH:13][CH:12]=1)(=[O:4])=[O:3].[Br:41]C1C=CC(N=C=S)=CC=1. Product: [NH2:1][S:2]([C:5]1[CH:10]=[CH:9][CH:8]=[CH:7][C:6]=1[C:11]1[CH:16]=[CH:15][C:14]([NH:17][C:18](=[O:40])[CH:19]([C:34]2[CH:39]=[CH:38][CH:37]=[CH:36][CH:35]=2)[NH:20][C:21]([NH:23][C:24]2[CH:33]=[CH:32][C:27]([Br:41])=[CH:26][CH:25]=2)=[S:22])=[CH:13][CH:12]=1)(=[O:4])=[O:3]. The catalyst class is: 496. (2) Reactant: [O:1]1[C:5]2[CH:6]=[CH:7][C:8]([C:10]3[S:11][CH:12]=[C:13]([C:15]([OH:17])=O)[N:14]=3)=[CH:9][C:4]=2[CH2:3][CH2:2]1.[NH2:18][C:19]1[NH:20][C:21]2[CH:27]=[CH:26][CH:25]=[CH:24][C:22]=2[N:23]=1.F[P-](F)(F)(F)(F)F.N1(OC(N(C)C)=[N+](C)C)C2C=CC=CC=2N=N1.C(N(CC)C(C)C)(C)C. Product: [NH:20]1[C:21]2[CH:27]=[CH:26][CH:25]=[CH:24][C:22]=2[N:23]=[C:19]1[NH:18][C:15]([C:13]1[N:14]=[C:10]([C:8]2[CH:7]=[CH:6][C:5]3[O:1][CH2:2][CH2:3][C:4]=3[CH:9]=2)[S:11][CH:12]=1)=[O:17]. The catalyst class is: 546. (3) Reactant: C([O:4][C@H:5]1[CH2:22][CH2:21][C@@:20]2([CH3:23])[C@@H:7]([CH2:8][CH2:9][C@:10]3([CH3:47])[C@@H:19]2[CH2:18][CH2:17][C@H:16]2[C@@:11]3([CH3:46])[CH2:12][CH2:13][C@@:14]3([C:31]([N:33]4[CH2:38][CH2:37][N:36]([C:39]([O:41][C:42]([CH3:45])([CH3:44])[CH3:43])=[O:40])[CH2:35][CH2:34]4)=[O:32])[CH2:26][CH2:25][C@@H:24]([C:27]4([CH3:30])[CH2:29][CH2:28]4)[C@@H:15]32)[C:6]1([CH3:49])[CH3:48])(=O)C.CO. Product: [OH:4][C@H:5]1[CH2:22][CH2:21][C@@:20]2([CH3:23])[C@@H:7]([CH2:8][CH2:9][C@:10]3([CH3:47])[C@@H:19]2[CH2:18][CH2:17][C@H:16]2[C@@:11]3([CH3:46])[CH2:12][CH2:13][C@@:14]3([C:31]([N:33]4[CH2:34][CH2:35][N:36]([C:39]([O:41][C:42]([CH3:45])([CH3:44])[CH3:43])=[O:40])[CH2:37][CH2:38]4)=[O:32])[CH2:26][CH2:25][C@@H:24]([C:27]4([CH3:30])[CH2:29][CH2:28]4)[C@@H:15]32)[C:6]1([CH3:49])[CH3:48]. The catalyst class is: 1. (4) Reactant: [O:1]1[CH2:6][CH2:5][N:4]([C:7]2[C:12]([CH2:13]O)=[CH:11][CH:10]=[CH:9][N:8]=2)[CH2:3][CH2:2]1.O=S(Cl)[Cl:17]. Product: [Cl:17][CH2:13][C:12]1[C:7]([N:4]2[CH2:5][CH2:6][O:1][CH2:2][CH2:3]2)=[N:8][CH:9]=[CH:10][CH:11]=1. The catalyst class is: 4. (5) Reactant: [F:1][C:2]1[CH:3]=[C:4]([CH:8]=[CH:9][C:10]=1[O:11][CH3:12])[C:5]([OH:7])=O.O=C1N(P(Cl)(N2CCOC2=O)=O)CCO1.[NH2:28][C:29]1[CH:30]=[C:31]([CH:35]([NH:37][C:38]2[C:47]3[C:42](=[C:43]([C:48]([NH2:50])=[O:49])[CH:44]=[CH:45][CH:46]=3)[N:41]=[CH:40][N:39]=2)[CH3:36])[CH:32]=[CH:33][CH:34]=1.C(N(C(C)C)C(C)C)C. Product: [F:1][C:2]1[CH:3]=[C:4]([CH:8]=[CH:9][C:10]=1[O:11][CH3:12])[C:5]([NH:28][C:29]1[CH:30]=[C:31]([CH:35]([NH:37][C:38]2[C:47]3[C:42](=[C:43]([C:48]([NH2:50])=[O:49])[CH:44]=[CH:45][CH:46]=3)[N:41]=[CH:40][N:39]=2)[CH3:36])[CH:32]=[CH:33][CH:34]=1)=[O:7]. The catalyst class is: 3.